The task is: Predict which catalyst facilitates the given reaction.. This data is from Catalyst prediction with 721,799 reactions and 888 catalyst types from USPTO. (1) Product: [CH3:13][O:14][C:15](=[O:24])[CH:16]([C:17]1[CH:22]=[CH:21][C:20]([Cl:23])=[CH:19][CH:18]=1)[CH2:2][C:1]#[N:4]. Reactant: [CH:1]([NH:4]C(C)C)(C)[CH3:2].[Li]CCCC.[CH3:13][O:14][C:15](=[O:24])[CH2:16][C:17]1[CH:22]=[CH:21][C:20]([Cl:23])=[CH:19][CH:18]=1.ICC#N.C([O-])(O)=O.[Na+]. The catalyst class is: 1. (2) Reactant: [Br:1][C:2]1[CH:3]=[N:4][NH:5][CH:6]=1.[CH2:7]([O:9][C:10](=[O:15])[CH:11]=[C:12]([CH3:14])[CH3:13])[CH3:8].C(=O)([O-])[O-].[Cs+].[Cs+]. Product: [Br:1][C:2]1[CH:3]=[N:4][N:5]([C:12]([CH3:14])([CH3:13])[CH2:11][C:10]([O:9][CH2:7][CH3:8])=[O:15])[CH:6]=1. The catalyst class is: 18. (3) Reactant: C(OC[N:9]1[C:17]2[C:16]([Cl:18])=[CH:15][C:14]([Cl:19])=[CH:13][C:12]=2[C:11]2[CH2:20][CH2:21][C:22]([C:28]([F:31])([F:30])[F:29])([O:23][Si](C)(C)C)[C:10]1=2)(=O)C(C)(C)C.[OH-].[K+]. Product: [Cl:18][C:16]1[C:17]2[NH:9][C:10]3[C:22]([C:28]([F:31])([F:29])[F:30])([OH:23])[CH2:21][CH2:20][C:11]=3[C:12]=2[CH:13]=[C:14]([Cl:19])[CH:15]=1. The catalyst class is: 20. (4) Reactant: [C:1]([C:5]1[CH:6]=[CH:7][C:8]([C:44]#[N:45])=[C:9]([CH:43]=1)[O:10][C:11]1[S:12][CH:13]=[C:14]([C:16]([NH:18][C:19]2[C:20]([O:41][CH3:42])=[N:21][C:22]([NH:27][CH2:28][CH2:29][N:30]([CH:38]([CH3:40])[CH3:39])C(=O)OC(C)(C)C)=[N:23][C:24]=2[O:25][CH3:26])=[O:17])[N:15]=1)([CH3:4])([CH3:3])[CH3:2].C(O)(C(F)(F)F)=O. The catalyst class is: 4. Product: [C:1]([C:5]1[CH:6]=[CH:7][C:8]([C:44]#[N:45])=[C:9]([CH:43]=1)[O:10][C:11]1[S:12][CH:13]=[C:14]([C:16]([NH:18][C:19]2[C:20]([O:41][CH3:42])=[N:21][C:22]([NH:27][CH2:28][CH2:29][NH:30][CH:38]([CH3:40])[CH3:39])=[N:23][C:24]=2[O:25][CH3:26])=[O:17])[N:15]=1)([CH3:3])([CH3:4])[CH3:2]. (5) Reactant: [CH3:1][O:2][C:3]1[CH:4]=[C:5]([CH:27]=[C:28]([O:32][CH3:33])[C:29]=1[O:30][CH3:31])[C:6]([N:8]1[CH2:12][CH2:11][C:10]([C:20]2[CH:25]=[CH:24][C:23]([F:26])=[CH:22][CH:21]=2)([CH2:13][CH2:14]OS(C)(=O)=O)[CH2:9]1)=[O:7].[CH2:34]([O:36][CH2:37][CH2:38][N:39]1[C:43]2[CH:44]=[CH:45][CH:46]=[CH:47][C:42]=2[N:41]=[C:40]1[N:48]1[CH2:54][CH2:53][CH2:52][NH:51][CH2:50][CH2:49]1)[CH3:35].C(N(CC)C(C)C)(C)C.C(N(CC)CC)C. Product: [CH3:33][O:32][C:28]1[CH:27]=[C:5]([CH:4]=[C:3]([O:2][CH3:1])[C:29]=1[O:30][CH3:31])[C:6]([N:8]1[CH2:12][CH2:11][C:10]([CH2:13][CH2:14][N:51]2[CH2:52][CH2:53][CH2:54][N:48]([C:40]3[N:39]([CH2:38][CH2:37][O:36][CH2:34][CH3:35])[C:43]4[CH:44]=[CH:45][CH:46]=[CH:47][C:42]=4[N:41]=3)[CH2:49][CH2:50]2)([C:20]2[CH:21]=[CH:22][C:23]([F:26])=[CH:24][CH:25]=2)[CH2:9]1)=[O:7]. The catalyst class is: 245.